This data is from Reaction yield outcomes from USPTO patents with 853,638 reactions. The task is: Predict the reaction yield, written as a fraction of the theoretical maximum amount of product (1.0 means a 100% yield; for example, 0.34 means a 34% yield). (1) The reactants are [C:1]([O:5][C:6](=[O:17])[NH:7][C:8]1[CH:13]=[C:12]([OH:14])[C:11]([Cl:15])=[CH:10][C:9]=1[F:16])([CH3:4])([CH3:3])[CH3:2].Cl[C:19]1[CH:24]=[CH:23][C:22]([N+:25]([O-:27])=[O:26])=[CH:21][N:20]=1.C(=O)([O-])[O-].[K+].[K+].[Cl-].[NH4+]. The catalyst is CN(C)C=O. The product is [C:1]([O:5][C:6](=[O:17])[NH:7][C:8]1[CH:13]=[C:12]([O:14][C:19]2[CH:24]=[CH:23][C:22]([N+:25]([O-:27])=[O:26])=[CH:21][N:20]=2)[C:11]([Cl:15])=[CH:10][C:9]=1[F:16])([CH3:4])([CH3:2])[CH3:3]. The yield is 0.460. (2) The reactants are [F:1][C:2]([F:13])([F:12])[C:3]1[N:8]=[C:7]([C:9]([OH:11])=O)[CH:6]=[CH:5][CH:4]=1.CCN(C(C)C)C(C)C.CN(C(ON1N=NC2C=CC=NC1=2)=[N+](C)C)C.F[P-](F)(F)(F)(F)F.[C:47]([C:49]1[C:50]([C:65]([F:68])([F:67])[F:66])=[C:51]2[C:55](=[CH:56][CH:57]=1)[N:54]([CH2:58]/[C:59](=[N:62]/[H])/[NH:60]O)[C:53]([CH3:64])=[CH:52]2)#[N:48]. The yield is 0.460. The product is [CH3:64][C:53]1[N:54]([CH2:58][C:59]2[N:62]=[C:9]([C:7]3[CH:6]=[CH:5][CH:4]=[C:3]([C:2]([F:1])([F:13])[F:12])[N:8]=3)[O:11][N:60]=2)[C:55]2[C:51]([CH:52]=1)=[C:50]([C:65]([F:67])([F:66])[F:68])[C:49]([C:47]#[N:48])=[CH:57][CH:56]=2. The catalyst is CC#N. (3) The reactants are Cl.Cl.[NH2:3][CH2:4][C@@:5]1([OH:13])[CH:10]2[CH2:11][CH2:12][N:7]([CH2:8][CH2:9]2)[CH2:6]1.C([O-])([O-])=O.[Cs+].[Cs+].[N:20]([C:23]1[CH:28]=[C:27]([O:29][C:30]2[CH:35]=[CH:34][CH:33]=[CH:32][CH:31]=2)[N:26]=[CH:25][N:24]=1)=[C:21]=S.C(N=C=NC(C)C)(C)C. The catalyst is CN(C)C=O. The product is [O:29]([C:27]1[N:26]=[CH:25][N:24]=[C:23]([NH:20][C:21]2[O:13][C@:5]3([CH2:4][N:3]=2)[CH:10]2[CH2:9][CH2:8][N:7]([CH2:12][CH2:11]2)[CH2:6]3)[CH:28]=1)[C:30]1[CH:31]=[CH:32][CH:33]=[CH:34][CH:35]=1. The yield is 0.482. (4) The reactants are [OH:1][C:2]1[CH:9]=[CH:8][C:5]([CH:6]=O)=[CH:4][C:3]=1[O:10][CH3:11].[C:12](O)(=O)CC(O)=O.N1CCCCC1.O. The catalyst is CN(C=O)C. The product is [OH:1][C:2]1[CH:9]=[CH:8][C:5]([CH:6]=[CH2:12])=[CH:4][C:3]=1[O:10][CH3:11]. The yield is 0.510. (5) The yield is 0.720. The reactants are [Si:1]([O:8][C@H:9]1[CH2:14][C@H:13]([OH:15])[C@@H:12]([C:16]2[N:20]([CH3:21])[N:19]=[CH:18][CH:17]=2)[CH2:11][CH2:10]1)([C:4]([CH3:7])([CH3:6])[CH3:5])([CH3:3])[CH3:2].C(N(CC)CC)C.[C:29](Cl)(=[O:36])[C:30]1[CH:35]=[CH:34][CH:33]=[CH:32][CH:31]=1. The product is [C:29]([O:15][C@H:13]1[CH2:14][C@H:9]([O:8][Si:1]([C:4]([CH3:7])([CH3:5])[CH3:6])([CH3:2])[CH3:3])[CH2:10][CH2:11][C@@H:12]1[C:16]1[N:20]([CH3:21])[N:19]=[CH:18][CH:17]=1)(=[O:36])[C:30]1[CH:35]=[CH:34][CH:33]=[CH:32][CH:31]=1. The catalyst is ClCCl. (6) The reactants are [C:1]([O:5][C:6]([C:8]1[CH:9]=[C:10]([C:14]2[C:19]([CH3:20])=[CH:18][CH:17]=[CH:16][N+:15]=2[O-])[CH:11]=[CH:12][CH:13]=1)=[O:7])([CH3:4])([CH3:3])[CH3:2].[N:22]1C=CC=CC=1.CS(OS(C)(=O)=O)(=O)=O.C(CN)O. The catalyst is C(#N)C.O. The product is [C:1]([O:5][C:6](=[O:7])[C:8]1[CH:13]=[CH:12][CH:11]=[C:10]([C:14]2[C:19]([CH3:20])=[CH:18][CH:17]=[C:16]([NH2:22])[N:15]=2)[CH:9]=1)([CH3:4])([CH3:3])[CH3:2]. The yield is 0.530. (7) The reactants are [CH3:1][O:2][C:3](=[O:20])[CH:4]=[CH:5][C:6]1[CH:11]=[CH:10][C:9]([O:12][CH2:13][CH2:14][CH2:15][CH2:16][CH2:17][CH2:18][OH:19])=[CH:8][CH:7]=1.C(N(CC)CC)C.[C:28](Cl)(=[O:32])[C:29]([CH3:31])=[CH2:30]. The catalyst is ClCCl. The product is [CH3:1][O:2][C:3]([CH:4]=[CH:5][C:6]1[CH:11]=[CH:10][C:9]([O:12][CH2:13][CH2:14][CH2:15][CH2:16][CH2:17][CH2:18][O:19][C:28](=[O:32])[C:29]([CH3:31])=[CH2:30])=[CH:8][CH:7]=1)=[O:20]. The yield is 0.720. (8) The reactants are [F:1][C:2]([F:12])([F:11])[O:3][C:4]1[CH:10]=[CH:9][CH:8]=[CH:7][C:5]=1[NH2:6].[H-].[Na+].Cl[C:16]([O:18][CH2:19][CH3:20])=[O:17].O. The catalyst is COCCOC. The product is [CH2:19]([O:18][C:16](=[O:17])[NH:6][C:5]1[CH:7]=[CH:8][CH:9]=[CH:10][C:4]=1[O:3][C:2]([F:11])([F:12])[F:1])[CH3:20]. The yield is 0.490. (9) The reactants are [CH3:1][C@H:2]1[CH2:7][O:6][CH2:5][CH2:4][NH:3]1.[F:8][C:9]1[CH:10]=[C:11]([NH:16][CH:17]([C:19]2[CH:20]=[C:21]([C:34]([O:36][CH3:37])=[O:35])[CH:22]=[C:23]3[C:28]=2[O:27][C:26](S(CC)=O)=[CH:25][C:24]3=[O:33])[CH3:18])[CH:12]=[C:13]([F:15])[CH:14]=1.C(N(C(C)C)C(C)C)C. The catalyst is C(#N)C. The product is [F:8][C:9]1[CH:10]=[C:11]([NH:16][CH:17]([C:19]2[CH:20]=[C:21]([C:34]([O:36][CH3:37])=[O:35])[CH:22]=[C:23]3[C:28]=2[O:27][C:26]([N:3]2[CH2:4][CH2:5][O:6][CH2:7][C@@H:2]2[CH3:1])=[CH:25][C:24]3=[O:33])[CH3:18])[CH:12]=[C:13]([F:15])[CH:14]=1. The yield is 0.340.